This data is from Catalyst prediction with 721,799 reactions and 888 catalyst types from USPTO. The task is: Predict which catalyst facilitates the given reaction. (1) Reactant: [F:1][C:2]([F:21])([F:20])[C:3]1[CH:4]=[C:5]([C:9]2[N:14]=[C:13]3[C:15](=O)[CH2:16][CH2:17][O:18][C:12]3=[CH:11][CH:10]=2)[CH:6]=[CH:7][CH:8]=1.Cl.[NH2:23][OH:24].C([O-])(O)=O.[Na+]. Product: [F:1][C:2]([F:21])([F:20])[C:3]1[CH:4]=[C:5]([C:9]2[N:14]=[C:13]3[C:15](=[N:23][OH:24])[CH2:16][CH2:17][O:18][C:12]3=[CH:11][CH:10]=2)[CH:6]=[CH:7][CH:8]=1. The catalyst class is: 5. (2) Reactant: C(OC([N:8]1[CH2:13][CH2:12][CH:11]([C:14]2[NH:18][C:17]3[CH:19]=[CH:20][C:21]([C:23]#[N:24])=[CH:22][C:16]=3[N:15]=2)[CH2:10][CH2:9]1)=O)(C)(C)C.[ClH:25]. Product: [ClH:25].[NH:8]1[CH2:9][CH2:10][CH:11]([C:14]2[NH:18][C:17]3[CH:19]=[CH:20][C:21]([C:23]#[N:24])=[CH:22][C:16]=3[N:15]=2)[CH2:12][CH2:13]1. The catalyst class is: 12. (3) Reactant: I[C:2]1[N:3]=[CH:4][N:5]([C:7]([C:20]2[CH:25]=[CH:24][CH:23]=[CH:22][CH:21]=2)([C:14]2[CH:19]=[CH:18][CH:17]=[CH:16][CH:15]=2)[C:8]2[CH:13]=[CH:12][CH:11]=[CH:10][CH:9]=2)[CH:6]=1.C([Mg]Br)C.C(OCC)C.[F:35][C:36]([F:53])([F:52])[C:37]1[CH:38]=[C:39](/[CH:43]=[N:44]/[C:45](=[O:51])[O:46][C:47]([CH3:50])([CH3:49])[CH3:48])[CH:40]=[CH:41][CH:42]=1.[Cl-].[NH4+]. Product: [F:35][C:36]([F:52])([F:53])[C:37]1[CH:38]=[C:39]([CH:43]([NH:44][C:45](=[O:51])[O:46][C:47]([CH3:50])([CH3:48])[CH3:49])[C:2]2[N:3]=[CH:4][N:5]([C:7]([C:8]3[CH:13]=[CH:12][CH:11]=[CH:10][CH:9]=3)([C:20]3[CH:21]=[CH:22][CH:23]=[CH:24][CH:25]=3)[C:14]3[CH:15]=[CH:16][CH:17]=[CH:18][CH:19]=3)[CH:6]=2)[CH:40]=[CH:41][CH:42]=1. The catalyst class is: 98. (4) Reactant: Cl.[NH2:2][CH:3]1[CH2:8][CH2:7][N:6]([C:9]2[CH:17]=[CH:16][C:12]([C:13]([NH2:15])=[O:14])=[CH:11][N:10]=2)[CH2:5][CH2:4]1.[CH3:18][CH2:19][N:20]([CH:24]([CH3:26])[CH3:25])[CH:21](C)[CH3:22].[C:27](N1C=CN=C1)([N:29]1C=CN=C1)=[O:28].C(N1CCNCC1)(C)C. Product: [C:13]([C:12]1[CH:16]=[CH:17][C:9]([N:6]2[CH2:5][CH2:4][CH:3]([NH:2][C:27]([N:29]3[CH2:22][CH2:21][N:20]([CH:24]([CH3:26])[CH3:25])[CH2:19][CH2:18]3)=[O:28])[CH2:8][CH2:7]2)=[N:10][CH:11]=1)(=[O:14])[NH2:15]. The catalyst class is: 3. (5) Reactant: C([O:5][C:6](=[O:45])[C:7]([CH3:44])([S:9][C:10]1[CH:43]=[CH:42][C:13]([C:14]([O:16][CH:17]([C:22]2[N:26]([CH2:27][CH2:28][CH3:29])[C:25](=[O:30])[N:24]([CH2:31][C:32]3[CH:37]=[CH:36][C:35]([C:38]([CH3:41])([CH3:40])[CH3:39])=[CH:34][CH:33]=3)[N:23]=2)[C:18]([F:21])([F:20])[F:19])=[O:15])=[CH:12][CH:11]=1)[CH3:8])(C)(C)C.Cl.O1CCOCC1. Product: [C:38]([C:35]1[CH:34]=[CH:33][C:32]([CH2:31][N:24]2[C:25](=[O:30])[N:26]([CH2:27][CH2:28][CH3:29])[C:22]([CH:17]([O:16][C:14]([C:13]3[CH:12]=[CH:11][C:10]([S:9][C:7]([CH3:44])([CH3:8])[C:6]([OH:45])=[O:5])=[CH:43][CH:42]=3)=[O:15])[C:18]([F:20])([F:19])[F:21])=[N:23]2)=[CH:37][CH:36]=1)([CH3:39])([CH3:40])[CH3:41]. The catalyst class is: 5. (6) Reactant: [N:1]1([C:7]2[CH:12]=[CH:11][C:10]([S:13]([NH:16][C:17]3[S:21][N:20]=[CH:19][N:18]=3)(=[O:15])=[O:14])=[CH:9][CH:8]=2)[CH2:6][CH2:5][NH:4][CH2:3][CH2:2]1.[Cl:22][C:23]1[CH:24]=[C:25]2[C:30](=[CH:31][CH:32]=1)[N:29]([C@H:33]([CH3:37])[C:34](O)=[O:35])[CH2:28][CH2:27][CH2:26]2.CN(C(ON1N=NC2C=CC=NC1=2)=[N+](C)C)C.F[P-](F)(F)(F)(F)F.C(=O)(O)[O-].[Na+]. Product: [Cl:22][C:23]1[CH:24]=[C:25]2[C:30](=[CH:31][CH:32]=1)[N:29]([C@H:33]([CH3:37])[C:34]([N:4]1[CH2:5][CH2:6][N:1]([C:7]3[CH:8]=[CH:9][C:10]([S:13]([NH:16][C:17]4[S:21][N:20]=[CH:19][N:18]=4)(=[O:15])=[O:14])=[CH:11][CH:12]=3)[CH2:2][CH2:3]1)=[O:35])[CH2:28][CH2:27][CH2:26]2. The catalyst class is: 59. (7) Reactant: [C:1]([O:5][C:6]([NH:8][C@@H:9]([CH2:13][C:14]1[CH:19]=[CH:18][C:17]([N+:20]([O-:22])=[O:21])=[CH:16][CH:15]=1)[C:10]([OH:12])=O)=[O:7])([CH3:4])([CH3:3])[CH3:2].C(N(CC)CC)C.ClC(OCC(C)C)=O.[N+:38](=[CH2:40])=[N-:39]. Product: [C:1]([O:5][C:6](=[O:7])[NH:8][CH:9]([CH2:13][C:14]1[CH:19]=[CH:18][C:17]([N+:20]([O-:22])=[O:21])=[CH:16][CH:15]=1)[C:10](=[O:12])[CH:40]=[N+:38]=[N-:39])([CH3:2])([CH3:3])[CH3:4]. The catalyst class is: 116.